The task is: Regression. Given two drug SMILES strings and cell line genomic features, predict the synergy score measuring deviation from expected non-interaction effect.. This data is from NCI-60 drug combinations with 297,098 pairs across 59 cell lines. (1) Drug 1: C1=NC2=C(N1)C(=S)N=CN2. Drug 2: C1CN(P(=O)(OC1)NCCCl)CCCl. Cell line: EKVX. Synergy scores: CSS=9.54, Synergy_ZIP=-4.39, Synergy_Bliss=-3.67, Synergy_Loewe=-15.4, Synergy_HSA=-2.31. (2) Drug 1: C1=CC=C(C=C1)NC(=O)CCCCCCC(=O)NO. Drug 2: CS(=O)(=O)OCCCCOS(=O)(=O)C. Cell line: HOP-92. Synergy scores: CSS=12.4, Synergy_ZIP=0.111, Synergy_Bliss=2.25, Synergy_Loewe=-5.47, Synergy_HSA=-0.288. (3) Drug 1: C1CCC(C1)C(CC#N)N2C=C(C=N2)C3=C4C=CNC4=NC=N3. Drug 2: C1=NC2=C(N=C(N=C2N1C3C(C(C(O3)CO)O)O)F)N. Cell line: SK-MEL-28. Synergy scores: CSS=-6.85, Synergy_ZIP=-1.62, Synergy_Bliss=-8.62, Synergy_Loewe=-18.2, Synergy_HSA=-12.8. (4) Drug 1: CCCS(=O)(=O)NC1=C(C(=C(C=C1)F)C(=O)C2=CNC3=C2C=C(C=N3)C4=CC=C(C=C4)Cl)F. Drug 2: CN1C(=O)N2C=NC(=C2N=N1)C(=O)N. Cell line: OVCAR-4. Synergy scores: CSS=-8.54, Synergy_ZIP=3.56, Synergy_Bliss=-2.64, Synergy_Loewe=-5.93, Synergy_HSA=-6.85. (5) Drug 1: CS(=O)(=O)C1=CC(=C(C=C1)C(=O)NC2=CC(=C(C=C2)Cl)C3=CC=CC=N3)Cl. Drug 2: C1=CC(=C2C(=C1NCCNCCO)C(=O)C3=C(C=CC(=C3C2=O)O)O)NCCNCCO. Cell line: DU-145. Synergy scores: CSS=70.6, Synergy_ZIP=16.7, Synergy_Bliss=14.1, Synergy_Loewe=-24.7, Synergy_HSA=13.3. (6) Drug 1: CCC1(CC2CC(C3=C(CCN(C2)C1)C4=CC=CC=C4N3)(C5=C(C=C6C(=C5)C78CCN9C7C(C=CC9)(C(C(C8N6C)(C(=O)OC)O)OC(=O)C)CC)OC)C(=O)OC)O.OS(=O)(=O)O. Drug 2: CC1=C2C(C(=O)C3(C(CC4C(C3C(C(C2(C)C)(CC1OC(=O)C(C(C5=CC=CC=C5)NC(=O)OC(C)(C)C)O)O)OC(=O)C6=CC=CC=C6)(CO4)OC(=O)C)O)C)O. Cell line: RPMI-8226. Synergy scores: CSS=-0.691, Synergy_ZIP=1.34, Synergy_Bliss=1.66, Synergy_Loewe=0.0236, Synergy_HSA=-0.793. (7) Drug 1: CC(C1=C(C=CC(=C1Cl)F)Cl)OC2=C(N=CC(=C2)C3=CN(N=C3)C4CCNCC4)N. Drug 2: CC1=C2C(C(=O)C3(C(CC4C(C3C(C(C2(C)C)(CC1OC(=O)C(C(C5=CC=CC=C5)NC(=O)C6=CC=CC=C6)O)O)OC(=O)C7=CC=CC=C7)(CO4)OC(=O)C)O)C)OC(=O)C. Cell line: M14. Synergy scores: CSS=22.0, Synergy_ZIP=0.903, Synergy_Bliss=4.18, Synergy_Loewe=-25.5, Synergy_HSA=1.33.